Dataset: Peptide-MHC class I binding affinity with 185,985 pairs from IEDB/IMGT. Task: Regression. Given a peptide amino acid sequence and an MHC pseudo amino acid sequence, predict their binding affinity value. This is MHC class I binding data. (1) The peptide sequence is WEAWWTEY. The MHC is HLA-B35:03 with pseudo-sequence HLA-B35:03. The binding affinity (normalized) is 0.0326. (2) The peptide sequence is GTDDEVIER. The MHC is HLA-A03:01 with pseudo-sequence HLA-A03:01. The binding affinity (normalized) is 0. (3) The peptide sequence is EIDVLPFDI. The MHC is HLA-A02:01 with pseudo-sequence HLA-A02:01. The binding affinity (normalized) is 0.136. (4) The peptide sequence is MMMGMFNML. The MHC is HLA-A02:03 with pseudo-sequence HLA-A02:03. The binding affinity (normalized) is 0.702. (5) The peptide sequence is YVIKVKARV. The MHC is HLA-A26:01 with pseudo-sequence HLA-A26:01. The binding affinity (normalized) is 0.388. (6) The peptide sequence is YLLFASMGFK. The MHC is HLA-B54:01 with pseudo-sequence HLA-B54:01. The binding affinity (normalized) is 0.116. (7) The peptide sequence is RHYKRWPFY. The MHC is HLA-A68:02 with pseudo-sequence HLA-A68:02. The binding affinity (normalized) is 0.0847. (8) The peptide sequence is GSPGDLQTLAL. The MHC is HLA-B35:01 with pseudo-sequence HLA-B35:01. The binding affinity (normalized) is 0. (9) The peptide sequence is DAKLIITTY. The MHC is HLA-B35:03 with pseudo-sequence HLA-B35:03. The binding affinity (normalized) is 0.119. (10) The peptide sequence is LICYQIEYI. The MHC is HLA-B15:17 with pseudo-sequence HLA-B15:17. The binding affinity (normalized) is 0.0847.